This data is from Catalyst prediction with 721,799 reactions and 888 catalyst types from USPTO. The task is: Predict which catalyst facilitates the given reaction. Reactant: [Li+].[BH4-].[Br:3][C:4]1[CH:5]=[C:6]2[C:13](=[CH:14][CH:15]=1)[O:12][CH2:11][C:8]1([CH2:10][CH2:9]1)[C:7]2([C:23]([F:30])([F:29])[C:24](OCC)=[O:25])[NH:16][S:17]([C:19]([CH3:22])([CH3:21])[CH3:20])=[O:18].O. Product: [Br:3][C:4]1[CH:5]=[C:6]2[C:13](=[CH:14][CH:15]=1)[O:12][CH2:11][C:8]1([CH2:10][CH2:9]1)[C:7]2([NH:16][S:17]([C:19]([CH3:22])([CH3:21])[CH3:20])=[O:18])[C:23]([F:29])([F:30])[CH2:24][OH:25]. The catalyst class is: 220.